The task is: Regression. Given a peptide amino acid sequence and an MHC pseudo amino acid sequence, predict their binding affinity value. This is MHC class I binding data.. This data is from Peptide-MHC class I binding affinity with 185,985 pairs from IEDB/IMGT. (1) The peptide sequence is QEKNPALRM. The MHC is Mamu-A11 with pseudo-sequence Mamu-A11. The binding affinity (normalized) is 0.402. (2) The peptide sequence is SSKMFNYFK. The MHC is HLA-A31:01 with pseudo-sequence HLA-A31:01. The binding affinity (normalized) is 0.562. (3) The peptide sequence is EVAEKDAMY. The MHC is HLA-A03:01 with pseudo-sequence HLA-A03:01. The binding affinity (normalized) is 0.0847. (4) The peptide sequence is YLAEGHACL. The MHC is HLA-A69:01 with pseudo-sequence HLA-A69:01. The binding affinity (normalized) is 0.451. (5) The peptide sequence is EIEPKLDGY. The binding affinity (normalized) is 0. The MHC is HLA-A24:02 with pseudo-sequence HLA-A24:02.